Dataset: Catalyst prediction with 721,799 reactions and 888 catalyst types from USPTO. Task: Predict which catalyst facilitates the given reaction. (1) Reactant: [CH3:1][C:2]1[CH:7]=[CH:6][C:5]([NH:8][C:9](=[O:20])[C:10]2[CH:15]=[CH:14][CH:13]=[C:12]([C:16]([F:19])([F:18])[F:17])[CH:11]=2)=[CH:4][C:3]=1[N+:21]([O-])=O.[Sn](Cl)Cl.[OH-].[Na+]. Product: [NH2:21][C:3]1[CH:4]=[C:5]([NH:8][C:9](=[O:20])[C:10]2[CH:15]=[CH:14][CH:13]=[C:12]([C:16]([F:17])([F:18])[F:19])[CH:11]=2)[CH:6]=[CH:7][C:2]=1[CH3:1]. The catalyst class is: 3. (2) Reactant: [OH:1][C:2]1[CH:7]=[CH:6][C:5]([C:8]2[C:9]3[NH:13][C:12]([C:14]([C:46]4[CH:51]=[CH:50][C:49]([OH:52])=[CH:48][CH:47]=4)=[C:15]4[N:45]=[C:18]([C:19]([C:38]5[CH:43]=[CH:42][C:41]([OH:44])=[CH:40][CH:39]=5)=[C:20]5[NH:37][C:23](=[C:24]([C:30]6[CH:35]=[CH:34][C:33]([OH:36])=[CH:32][CH:31]=6)[C:25]6[CH:26]=[CH:27][C:28]=2[N:29]=6)[CH:22]=[CH:21]5)[CH:17]=[CH:16]4)=[CH:11][CH:10]=3)=[CH:4][CH:3]=1.C(=O)([O-])[O-].[K+].[K+].[CH2:59](Br)[CH2:60][CH2:61][CH2:62][CH2:63][CH2:64][CH2:65][CH3:66]. The catalyst class is: 3. Product: [OH:52][C:49]1[CH:48]=[CH:47][C:46]([C:14]2[C:12]3[NH:13][C:9]([C:8]([C:5]4[CH:6]=[CH:7][C:2]([O:1][CH2:59][CH2:60][CH2:61][CH2:62][CH2:63][CH2:64][CH2:65][CH3:66])=[CH:3][CH:4]=4)=[C:28]4[N:29]=[C:25]([C:24]([C:30]5[CH:31]=[CH:32][C:33]([OH:36])=[CH:34][CH:35]=5)=[C:23]5[NH:37][C:20](=[C:19]([C:38]6[CH:43]=[CH:42][C:41]([OH:44])=[CH:40][CH:39]=6)[C:18]6[CH:17]=[CH:16][C:15]=2[N:45]=6)[CH:21]=[CH:22]5)[CH:26]=[CH:27]4)=[CH:10][CH:11]=3)=[CH:51][CH:50]=1. (3) Reactant: C([N:8]1[CH:12]=[C:11]([CH2:13][CH2:14][CH2:15][CH2:16][OH:17])[C:10]([O:18][CH2:19][CH3:20])=[N:9]1)C1C=CC=CC=1.O[C:22]1[CH:27]=[CH:26][C:25]([CH2:28][CH2:29][C:30]([O:32][CH3:33])=[O:31])=[C:24]([O:34][CH2:35][CH3:36])[CH:23]=1.C(P(CCCC)CCCC)CCC.N(C(N1CCCCC1)=O)=NC(N1CCCCC1)=O. Product: [CH2:35]([O:34][C:24]1[CH:23]=[C:22]([O:17][CH2:16][CH2:15][CH2:14][CH2:13][C:11]2[C:10]([O:18][CH2:19][CH3:20])=[N:9][NH:8][CH:12]=2)[CH:27]=[CH:26][C:25]=1[CH2:28][CH2:29][C:30]([O:32][CH3:33])=[O:31])[CH3:36]. The catalyst class is: 7.